Task: Predict the product of the given reaction.. Dataset: Forward reaction prediction with 1.9M reactions from USPTO patents (1976-2016) (1) Given the reactants [NH:1]1[C:5]2[CH:6]=[CH:7][CH:8]=[CH:9][C:4]=2[N:3]=[C:2]1[CH2:10][CH2:11][NH2:12].C1(N)C(F)=C(F)C(F)=C(N)C=1F.Cl.Cl.CCN(C(C)C)C(C)C.C([N:44]=[C:45]=[S:46])(=O)C1C=CC=CC=1, predict the reaction product. The product is: [NH:1]1[C:5]2[CH:6]=[CH:7][CH:8]=[CH:9][C:4]=2[N:3]=[C:2]1[CH2:10][CH2:11][NH:12][C:45]([NH2:44])=[S:46]. (2) Given the reactants COC1C=C(OC)C=CC=1C[NH:6][C:7]1[N:27]=[CH:26][C:25]2[CH:24]=[CH:23][C:12]3=[N:13][CH:14]=[C:15]([C:17]4[CH:18]=[N:19][N:20]([CH3:22])[CH:21]=4)[CH:16]=[C:11]3[C:10](=[O:28])[C:9]=2[CH:8]=1.C(O)(C(F)(F)F)=O, predict the reaction product. The product is: [NH2:6][C:7]1[N:27]=[CH:26][C:25]2[CH:24]=[CH:23][C:12]3=[N:13][CH:14]=[C:15]([C:17]4[CH:18]=[N:19][N:20]([CH3:22])[CH:21]=4)[CH:16]=[C:11]3[C:10](=[O:28])[C:9]=2[CH:8]=1. (3) The product is: [Cl:15][C:14]1[C:13]2[C:8](=[CH:9][CH:10]=[C:11]([O:16][C:31]3[CH:32]=[CH:33][C:28]([Cl:27])=[C:29]([O:37][C:38]([F:40])([F:41])[F:39])[CH:30]=3)[CH:12]=2)[N:7]([C:17]2[CH:22]=[CH:21][C:20]([O:23][CH:24]([CH3:26])[CH3:25])=[CH:19][CH:18]=2)[C:6]=1[C:4]([OH:3])=[O:5]. Given the reactants C([O:3][C:4]([C:6]1[N:7]([C:17]2[CH:22]=[CH:21][C:20]([O:23][CH:24]([CH3:26])[CH3:25])=[CH:19][CH:18]=2)[C:8]2[C:13]([C:14]=1[Cl:15])=[CH:12][C:11]([OH:16])=[CH:10][CH:9]=2)=[O:5])C.[Cl:27][C:28]1[CH:33]=[CH:32][C:31](B(O)O)=[CH:30][C:29]=1[O:37][C:38]([F:41])([F:40])[F:39], predict the reaction product. (4) Given the reactants [C:1]([O:5][C:6]([NH:8][CH:9]1[CH2:13][CH2:12][CH:11]([CH2:14][C:15](OCC)=[O:16])[CH2:10]1)=[O:7])([CH3:4])([CH3:3])[CH3:2].[H-].[H-].[H-].[H-].[Li+].[Al+3], predict the reaction product. The product is: [OH:16][CH2:15][CH2:14][CH:11]1[CH2:12][CH2:13][CH:9]([NH:8][C:6](=[O:7])[O:5][C:1]([CH3:3])([CH3:2])[CH3:4])[CH2:10]1. (5) Given the reactants [NH2:1][C:2]1[N:6]([C:7]2[CH:12]=CC=C[C:8]=2OC)[N:5]=[CH:4][C:3]=1[C:15]#[N:16].C(NN)(C)C, predict the reaction product. The product is: [NH2:1][C:2]1[N:6]([CH:7]([CH3:12])[CH3:8])[N:5]=[CH:4][C:3]=1[C:15]#[N:16]. (6) Given the reactants [CH2:1]([O:8][C:9]1[CH:18]=[CH:17][C:12]2[C:13](=O)[CH2:14][O:15][C:11]=2[CH:10]=1)[C:2]1[CH:7]=[CH:6][CH:5]=[CH:4][CH:3]=1.[H-].[Na+].I[CH3:22].CN([CH:26]=[O:27])C, predict the reaction product. The product is: [CH2:1]([O:8][C:9]1[CH:18]=[CH:17][C:12]2[C:26](=[O:27])[C:14]([CH3:13])([CH3:22])[O:15][C:11]=2[CH:10]=1)[C:2]1[CH:3]=[CH:4][CH:5]=[CH:6][CH:7]=1. (7) Given the reactants [OH:1][N:2]=[C:3]([C:5]1[CH:13]=[CH:12][C:8]2N[CH:10]=[N:11][C:7]=2C=1)[NH2:4].[CH3:14]N1C2C(=CC(C#N)=CC=2)C=C1.[CH3:26][CH2:27]O, predict the reaction product. The product is: [OH:1][NH:2][C:3]([C:5]1[CH:13]=[C:12]2[C:14](=[CH:26][CH:27]=1)[N:11]([CH3:10])[CH:7]=[CH:8]2)=[NH:4].